This data is from NCI-60 drug combinations with 297,098 pairs across 59 cell lines. The task is: Regression. Given two drug SMILES strings and cell line genomic features, predict the synergy score measuring deviation from expected non-interaction effect. Drug 1: CN(C)N=NC1=C(NC=N1)C(=O)N. Drug 2: C1C(C(OC1N2C=NC3=C(N=C(N=C32)Cl)N)CO)O. Cell line: T-47D. Synergy scores: CSS=2.81, Synergy_ZIP=0.122, Synergy_Bliss=1.31, Synergy_Loewe=0.0928, Synergy_HSA=0.274.